This data is from Reaction yield outcomes from USPTO patents with 853,638 reactions. The task is: Predict the reaction yield, written as a fraction of the theoretical maximum amount of product (1.0 means a 100% yield; for example, 0.34 means a 34% yield). (1) The reactants are [CH2:1]([C:3]1[S:12][C:6]2[N:7]=[CH:8][N:9]=[C:10](O)[C:5]=2[CH:4]=1)[CH3:2].O=P(Cl)(Cl)[Cl:15]. The catalyst is O1CCCCO1. The product is [Cl:15][C:10]1[C:5]2[CH:4]=[C:3]([CH2:1][CH3:2])[S:12][C:6]=2[N:7]=[CH:8][N:9]=1. The yield is 0.640. (2) The reactants are [OH:1][C:2]1[C:3]([CH:11]2[C:19]3[C:14](=[CH:15][CH:16]=[CH:17][CH:18]=3)[N:13]([CH2:20][C:21]3[CH:30]=[CH:29][CH:28]=[CH:27][C:22]=3[C:23]([O:25][CH3:26])=[O:24])[C:12]2=[O:31])=[CH:4][C:5]2[O:9][CH2:8][O:7][C:6]=2[CH:10]=1.[CH2:32]=[O:33].C([N-]C(C)C)(C)C.[Li+]. The catalyst is C1COCC1. The product is [OH:1][C:2]1[C:3]([C:11]2([CH2:32][OH:33])[C:19]3[C:14](=[CH:15][CH:16]=[CH:17][CH:18]=3)[N:13]([CH2:20][C:21]3[CH:30]=[CH:29][CH:28]=[CH:27][C:22]=3[C:23]([O:25][CH3:26])=[O:24])[C:12]2=[O:31])=[CH:4][C:5]2[O:9][CH2:8][O:7][C:6]=2[CH:10]=1. The yield is 0.750. (3) The reactants are [CH3:1][O:2][CH2:3][CH2:4][O:5][C:6]1[CH:7]=[C:8]2[C:12](=[C:13]([N:15]([CH3:25])[S:16]([C:19]3[N:20]([CH3:24])[CH:21]=[CH:22][N:23]=3)(=[O:18])=[O:17])[CH:14]=1)[NH:11][C:10]([C:26](O)=[O:27])=[CH:9]2.[CH2:29]([S:36][CH:37]([CH:40]([O:43][CH3:44])[O:41][CH3:42])[CH2:38][NH2:39])[C:30]1[CH:35]=[CH:34][CH:33]=[CH:32][CH:31]=1.N1(O)C2C=CC=CC=2N=N1.Cl.CN(C)CCCN=C=NCC. The catalyst is CCCCCC.C(OCC)(=O)C.CN(C)C=O. The product is [CH2:29]([S:36][CH:37]([CH:40]([O:41][CH3:42])[O:43][CH3:44])[CH2:38][NH:39][C:26]([C:10]1[NH:11][C:12]2[C:8]([CH:9]=1)=[CH:7][C:6]([O:5][CH2:4][CH2:3][O:2][CH3:1])=[CH:14][C:13]=2[N:15]([CH3:25])[S:16]([C:19]1[N:20]([CH3:24])[CH:21]=[CH:22][N:23]=1)(=[O:17])=[O:18])=[O:27])[C:30]1[CH:35]=[CH:34][CH:33]=[CH:32][CH:31]=1. The yield is 0.890.